Task: Regression. Given two drug SMILES strings and cell line genomic features, predict the synergy score measuring deviation from expected non-interaction effect.. Dataset: NCI-60 drug combinations with 297,098 pairs across 59 cell lines (1) Drug 1: CCC1(CC2CC(C3=C(CCN(C2)C1)C4=CC=CC=C4N3)(C5=C(C=C6C(=C5)C78CCN9C7C(C=CC9)(C(C(C8N6C=O)(C(=O)OC)O)OC(=O)C)CC)OC)C(=O)OC)O.OS(=O)(=O)O. Drug 2: C1CNP(=O)(OC1)N(CCCl)CCCl. Cell line: HT29. Synergy scores: CSS=1.32, Synergy_ZIP=0.563, Synergy_Bliss=3.54, Synergy_Loewe=0.953, Synergy_HSA=1.93. (2) Drug 1: CC1CCCC2(C(O2)CC(NC(=O)CC(C(C(=O)C(C1O)C)(C)C)O)C(=CC3=CSC(=N3)C)C)C. Drug 2: CC12CCC3C(C1CCC2OP(=O)(O)O)CCC4=C3C=CC(=C4)OC(=O)N(CCCl)CCCl.[Na+]. Cell line: LOX IMVI. Synergy scores: CSS=37.3, Synergy_ZIP=-7.53, Synergy_Bliss=-8.34, Synergy_Loewe=-23.7, Synergy_HSA=-11.0. (3) Drug 1: CC1=CC2C(CCC3(C2CCC3(C(=O)C)OC(=O)C)C)C4(C1=CC(=O)CC4)C. Drug 2: C1=NC2=C(N=C(N=C2N1C3C(C(C(O3)CO)O)F)Cl)N. Cell line: T-47D. Synergy scores: CSS=3.43, Synergy_ZIP=0.666, Synergy_Bliss=-6.05, Synergy_Loewe=-5.67, Synergy_HSA=-5.51. (4) Drug 1: COC1=C(C=C2C(=C1)N=CN=C2NC3=CC(=C(C=C3)F)Cl)OCCCN4CCOCC4. Drug 2: CC1=C(C(CCC1)(C)C)C=CC(=CC=CC(=CC(=O)O)C)C. Cell line: IGROV1. Synergy scores: CSS=53.5, Synergy_ZIP=4.59, Synergy_Bliss=6.07, Synergy_Loewe=6.51, Synergy_HSA=8.23. (5) Drug 1: C1=NC2=C(N=C(N=C2N1C3C(C(C(O3)CO)O)F)Cl)N. Drug 2: C1CCC(C(C1)N)N.C(=O)(C(=O)[O-])[O-].[Pt+4]. Cell line: UACC62. Synergy scores: CSS=42.6, Synergy_ZIP=-3.60, Synergy_Bliss=2.85, Synergy_Loewe=6.36, Synergy_HSA=6.12. (6) Drug 1: CNC(=O)C1=CC=CC=C1SC2=CC3=C(C=C2)C(=NN3)C=CC4=CC=CC=N4. Drug 2: C1=NC2=C(N=C(N=C2N1C3C(C(C(O3)CO)O)F)Cl)N. Cell line: DU-145. Synergy scores: CSS=34.9, Synergy_ZIP=0.344, Synergy_Bliss=-0.232, Synergy_Loewe=-22.3, Synergy_HSA=-1.98.